This data is from Catalyst prediction with 721,799 reactions and 888 catalyst types from USPTO. The task is: Predict which catalyst facilitates the given reaction. (1) Reactant: [Br:1][C:2]1[CH:3]=[C:4]([C:12]2([NH2:15])[CH2:14][CH2:13]2)[CH:5]=[C:6]([C:8]([F:11])([F:10])[F:9])[CH:7]=1.C([O-])([O-])=O.[K+].[K+].[C:22](O[C:22]([O:24][C:25]([CH3:28])([CH3:27])[CH3:26])=[O:23])([O:24][C:25]([CH3:28])([CH3:27])[CH3:26])=[O:23]. Product: [Br:1][C:2]1[CH:3]=[C:4]([C:12]2([NH:15][C:22](=[O:23])[O:24][C:25]([CH3:28])([CH3:27])[CH3:26])[CH2:14][CH2:13]2)[CH:5]=[C:6]([C:8]([F:10])([F:11])[F:9])[CH:7]=1. The catalyst class is: 731. (2) Reactant: [CH2:1]([O:8][C:9]1[CH:14]=[C:13]([O:15][CH2:16][C:17]2[CH:22]=[CH:21][CH:20]=[CH:19][CH:18]=2)[C:12]([CH:23]([CH3:25])[CH3:24])=[CH:11][C:10]=1[C:26]1[O:30][N:29]=[C:28]([C:31]([NH:33][CH2:34][CH3:35])=[O:32])[C:27]=1I)[C:2]1[CH:7]=[CH:6][CH:5]=[CH:4][CH:3]=1.C([Sn](CCCC)(CCCC)[C:42]1[CH:43]=[N:44][N:45]([CH2:47][CH3:48])[CH:46]=1)CCC. Product: [CH2:1]([O:8][C:9]1[CH:14]=[C:13]([O:15][CH2:16][C:17]2[CH:22]=[CH:21][CH:20]=[CH:19][CH:18]=2)[C:12]([CH:23]([CH3:25])[CH3:24])=[CH:11][C:10]=1[C:26]1[O:30][N:29]=[C:28]([C:31]([NH:33][CH2:34][CH3:35])=[O:32])[C:27]=1[C:42]1[CH:43]=[N:44][N:45]([CH2:47][CH3:48])[CH:46]=1)[C:2]1[CH:7]=[CH:6][CH:5]=[CH:4][CH:3]=1. The catalyst class is: 73. (3) Reactant: [F:1][C:2]1[CH:3]=[C:4]([CH:45]=[CH:46][CH:47]=1)[CH2:5][N:6]1[CH:10]=[C:9]([C:11]2[C:19]3[C:14](=[N:15][CH:16]=[C:17]([C:20]4[CH:25]=[CH:24][CH:23]=[C:22]([N:26]5[CH2:31][CH2:30][N:29]([CH:32]([CH3:34])[CH3:33])[CH2:28][CH2:27]5)[CH:21]=4)[CH:18]=3)[N:13](S(C3C=CC(C)=CC=3)(=O)=O)[CH:12]=2)[CH:8]=[N:7]1.[OH-].[Li+]. Product: [F:1][C:2]1[CH:3]=[C:4]([CH:45]=[CH:46][CH:47]=1)[CH2:5][N:6]1[CH:10]=[C:9]([C:11]2[C:19]3[C:14](=[N:15][CH:16]=[C:17]([C:20]4[CH:25]=[CH:24][CH:23]=[C:22]([N:26]5[CH2:31][CH2:30][N:29]([CH:32]([CH3:34])[CH3:33])[CH2:28][CH2:27]5)[CH:21]=4)[CH:18]=3)[NH:13][CH:12]=2)[CH:8]=[N:7]1. The catalyst class is: 87. (4) Reactant: [N:1]1[CH:6]=[C:5]([C:7]([OH:9])=O)[CH:4]=[N:3][CH:2]=1.ClC1N=C(OC)N=C(OC)N=1.CN1CCOCC1.[CH2:28]([O:30][C:31]1[CH:32]=[C:33]([CH:52]=[C:53]([O:56][CH2:57][CH3:58])[C:54]=1[F:55])[CH2:34][N:35]1[CH2:40][CH2:39][CH:38]([NH:41][C:42]2[O:43][C:44]3[C:45](=[C:47]([NH2:51])[CH:48]=[CH:49][CH:50]=3)[N:46]=2)[CH2:37][CH2:36]1)[CH3:29]. Product: [CH2:28]([O:30][C:31]1[CH:32]=[C:33]([CH:52]=[C:53]([O:56][CH2:57][CH3:58])[C:54]=1[F:55])[CH2:34][N:35]1[CH2:40][CH2:39][CH:38]([NH:41][C:42]2[O:43][C:44]3[CH:50]=[CH:49][CH:48]=[C:47]([NH:51][C:7]([C:5]4[CH:4]=[N:3][CH:2]=[N:1][CH:6]=4)=[O:9])[C:45]=3[N:46]=2)[CH2:37][CH2:36]1)[CH3:29]. The catalyst class is: 23. (5) Reactant: C(OC([NH:8][CH2:9][CH2:10][CH2:11][C@H:12]([N:20]([CH2:35][C:36]([OH:38])=[O:37])[S:21]([C:24]1[CH:29]=[CH:28][CH:27]=[CH:26][C:25]=1[O:30][C:31]([F:34])([F:33])[F:32])(=[O:23])=[O:22])[CH2:13][C:14]1[CH:19]=[CH:18][CH:17]=[CH:16][CH:15]=1)=O)(C)(C)C.C(O)(C(F)(F)F)=O. Product: [NH2:8][CH2:9][CH2:10][CH2:11][C@H:12]([N:20]([CH2:35][C:36]([OH:38])=[O:37])[S:21]([C:24]1[CH:29]=[CH:28][CH:27]=[CH:26][C:25]=1[O:30][C:31]([F:33])([F:34])[F:32])(=[O:23])=[O:22])[CH2:13][C:14]1[CH:19]=[CH:18][CH:17]=[CH:16][CH:15]=1. The catalyst class is: 2. (6) Reactant: [CH3:1][O:2][C:3]1[CH:8]=[CH:7][CH:6]=[CH:5][C:4]=1[S:9]([N:12]([CH3:25])[C:13]1[CH:14]=[CH:15][CH:16]=[C:17]2[C:21]=1[NH:20][C:19]([C:22](O)=[O:23])=[CH:18]2)(=[O:11])=[O:10].C[N:27](C)C=O.Cl.CN(C)CCCN=C=NCC. The catalyst class is: 13. Product: [CH3:1][O:2][C:3]1[CH:8]=[CH:7][CH:6]=[CH:5][C:4]=1[S:9]([N:12]([CH3:25])[C:13]1[CH:14]=[CH:15][CH:16]=[C:17]2[C:21]=1[NH:20][C:19]([C:22]([NH2:27])=[O:23])=[CH:18]2)(=[O:11])=[O:10]. (7) Reactant: [Br:1][C:2]1[CH:7]=[C:6]([N:8]([CH2:14][O:15][CH3:16])[C:9]2[S:10][CH:11]=[CH:12][N:13]=2)[N:5]=[C:4]([CH2:17][OH:18])[CH:3]=1.N1C=CN=C1.[Si:24](Cl)([C:27]([CH3:30])([CH3:29])[CH3:28])([CH3:26])[CH3:25]. Product: [Br:1][C:2]1[CH:3]=[C:4]([CH2:17][O:18][Si:24]([C:27]([CH3:30])([CH3:29])[CH3:28])([CH3:26])[CH3:25])[N:5]=[C:6]([N:8]([CH2:14][O:15][CH3:16])[C:9]2[S:10][CH:11]=[CH:12][N:13]=2)[CH:7]=1. The catalyst class is: 42. (8) The catalyst class is: 3. Product: [Cl:1][C:2]1[CH:3]=[C:4]([S:8][CH2:16][C:17]2[CH:22]=[C:21]([OH:23])[N:20]3[N:24]=[C:25]([CH3:27])[CH:26]=[C:19]3[N:18]=2)[CH:5]=[CH:6][CH:7]=1. Reactant: [Cl:1][C:2]1[CH:3]=[C:4]([SH:8])[CH:5]=[CH:6][CH:7]=1.C([O-])([O-])=O.[K+].[K+].Cl[CH2:16][C:17]1[CH:22]=[C:21]([OH:23])[N:20]2[N:24]=[C:25]([CH3:27])[CH:26]=[C:19]2[N:18]=1.O. (9) Reactant: [F:1][C:2]([C:5]1[N:10]=[CH:9][C:8]([CH:11]([N:14]2[CH2:19][CH2:18][C:17]([F:21])([F:20])[CH2:16][CH2:15]2)[C:12]#[N:13])=[CH:7][N:6]=1)([F:4])[CH3:3].N. Product: [F:4][C:2]([C:5]1[N:10]=[CH:9][C:8]([CH:11]([N:14]2[CH2:19][CH2:18][C:17]([F:20])([F:21])[CH2:16][CH2:15]2)[CH2:12][NH2:13])=[CH:7][N:6]=1)([F:1])[CH3:3]. The catalyst class is: 181.